Dataset: Reaction yield outcomes from USPTO patents with 853,638 reactions. Task: Predict the reaction yield, written as a fraction of the theoretical maximum amount of product (1.0 means a 100% yield; for example, 0.34 means a 34% yield). The reactants are [CH3:1][S:2](Cl)(=[O:4])=[O:3].[CH3:6][S:7]([CH2:10][CH2:11][OH:12])(=[O:9])=[O:8].CCN(C(C)C)C(C)C.CCOC(C)=O. The catalyst is C(Cl)Cl. The product is [CH3:6][S:7]([CH2:10][CH2:11][O:12][S:2]([CH3:1])(=[O:4])=[O:3])(=[O:9])=[O:8]. The yield is 0.660.